From a dataset of Forward reaction prediction with 1.9M reactions from USPTO patents (1976-2016). Predict the product of the given reaction. (1) Given the reactants [CH2:1]([CH2:3][NH2:4])[OH:2].[C:5]([O-:24])(=[O:23])[CH2:6][CH2:7][CH2:8][CH2:9][CH2:10][CH2:11][CH2:12][CH2:13][CH2:14][CH2:15][CH2:16][CH2:17][CH2:18][CH2:19][CH2:20][CH2:21][CH3:22].[K+:25].[C:26](=[O:29])([O-:28])[O-:27].[K+].[K+], predict the reaction product. The product is: [CH2:1]([CH2:3][NH2:4])[OH:2].[C:5]([O-:24])(=[O:23])[CH2:6][CH2:7][CH2:8][CH2:9][CH2:10][CH2:11][CH2:12][CH2:13][CH2:14][CH2:15][CH2:16][CH2:17][CH2:18][CH2:19][CH2:20][CH2:21][CH3:22].[K+:25].[C:26](=[O:27])([O-:29])[O-:28].[K+:25].[K+:25]. (2) Given the reactants Br[C:2]1[C:3]2[O:12][C:11]([CH2:13][N:14]3[CH2:19][CH2:18][S:17](=[O:21])(=[O:20])[CH2:16][CH2:15]3)=[CH:10][C:4]=2[C:5](=[O:9])[N:6]([CH3:8])[CH:7]=1.[O:22]1[CH2:27][CH2:26][CH:25]([CH2:28][O:29][C:30]2[CH:35]=[C:34](B3OC(C)(C)C(C)(C)O3)[CH:33]=[CH:32][N:31]=2)[CH2:24][CH2:23]1.C([O-])([O-])=O.[K+].[K+], predict the reaction product. The product is: [O:20]=[S:17]1(=[O:21])[CH2:18][CH2:19][N:14]([CH2:13][C:11]2[O:12][C:3]3[C:2]([C:34]4[CH:33]=[CH:32][N:31]=[C:30]([O:29][CH2:28][CH:25]5[CH2:26][CH2:27][O:22][CH2:23][CH2:24]5)[CH:35]=4)=[CH:7][N:6]([CH3:8])[C:5](=[O:9])[C:4]=3[CH:10]=2)[CH2:15][CH2:16]1. (3) Given the reactants [F:1][C:2]1[CH:3]=[C:4]([C:9]#[C:10][Si](C)(C)C)[C:5]([NH2:8])=[N:6][CH:7]=1, predict the reaction product. The product is: [F:1][C:2]1[CH:3]=[C:4]([C:9]#[CH:10])[C:5]([NH2:8])=[N:6][CH:7]=1. (4) Given the reactants [Cl:1][C:2]1[CH:7]=[CH:6][C:5]([NH:8][C:9]([C:11]2[CH:16]=[CH:15][C:14]([C:17]3[CH:22]=[CH:21][CH:20]=[CH:19][CH:18]=3)=[CH:13][CH:12]=2)=[O:10])=[CH:4][C:3]=1[N:23]1[CH2:32][C:31]2[C:26](=[N:27][C:28](S(C)(=O)=O)=[N:29][CH:30]=2)[N:25]([CH3:37])[C:24]1=[O:38].[NH3:39], predict the reaction product. The product is: [NH2:39][C:28]1[N:27]=[C:26]2[N:25]([CH3:37])[C:24](=[O:38])[N:23]([C:3]3[CH:4]=[C:5]([NH:8][C:9]([C:11]4[CH:16]=[CH:15][C:14]([C:17]5[CH:22]=[CH:21][CH:20]=[CH:19][CH:18]=5)=[CH:13][CH:12]=4)=[O:10])[CH:6]=[CH:7][C:2]=3[Cl:1])[CH2:32][C:31]2=[CH:30][N:29]=1. (5) Given the reactants [Br:1]N1C(C)(C)C(=O)N(Br)C1=O.[Cl:12][C:13]1[C:18]([NH2:19])=[CH:17][C:16]([O:20][CH3:21])=[CH:15][CH:14]=1.C(=O)([O-])[O-].[K+].[K+], predict the reaction product. The product is: [Br:1][C:15]1[C:16]([O:20][CH3:21])=[CH:17][C:18]([NH2:19])=[C:13]([Cl:12])[CH:14]=1. (6) Given the reactants O[Li].O.C([O:6][C:7](=[O:23])[CH2:8][C:9]([NH:11][C:12]1[S:13][CH:14]=[C:15]([C:17]2[CH:22]=[CH:21][CH:20]=[CH:19][CH:18]=2)[N:16]=1)=[O:10])C, predict the reaction product. The product is: [C:17]1([C:15]2[N:16]=[C:12]([NH:11][C:9](=[O:10])[CH2:8][C:7]([OH:23])=[O:6])[S:13][CH:14]=2)[CH:18]=[CH:19][CH:20]=[CH:21][CH:22]=1.